This data is from Peptide-MHC class I binding affinity with 185,985 pairs from IEDB/IMGT. The task is: Regression. Given a peptide amino acid sequence and an MHC pseudo amino acid sequence, predict their binding affinity value. This is MHC class I binding data. (1) The MHC is HLA-B58:01 with pseudo-sequence HLA-B58:01. The peptide sequence is REFYLRVGF. The binding affinity (normalized) is 0.0847. (2) The peptide sequence is CLMMMLPATL. The MHC is HLA-B08:01 with pseudo-sequence HLA-B08:01. The binding affinity (normalized) is 0.621. (3) The binding affinity (normalized) is 0.0436. The MHC is H-2-Kb with pseudo-sequence H-2-Kb. The peptide sequence is YPKIFEDQLLP.